This data is from Catalyst prediction with 721,799 reactions and 888 catalyst types from USPTO. The task is: Predict which catalyst facilitates the given reaction. (1) Reactant: S(O[C@@H:6]1[C@@H:10]([CH2:11][O:12]S(C)(=O)=O)[O:9][C@@H:8]([N:17]2[CH:25]=[C:23]([CH3:24])[C:21](=[O:22])[NH:20][C:18]2=[O:19])[CH2:7]1)(C)(=O)=O.[OH-].[Na+].O.CC(C)([O-])C.[K+]. Product: [CH3:24][C:23]1[C:21](=[O:22])[NH:20][C:18](=[O:19])[N:17]([C@@H:8]2[O:9][C@H:10]([CH2:11][OH:12])[CH:6]=[CH:7]2)[CH:25]=1. The catalyst class is: 16. (2) Reactant: [Br:1][C:2]1[CH:8]=[C:7]([CH3:9])[CH:6]=[C:5]([F:10])[C:3]=1[NH2:4].Cl[C:12]([O:15]C(=O)OC(Cl)(Cl)Cl)(Cl)Cl.[NH2:23][CH:24]1[CH2:29][CH2:28][N:27]([C:30]([O:32][C:33]([CH3:36])([CH3:35])[CH3:34])=[O:31])[CH2:26][CH2:25]1. Product: [Br:1][C:2]1[CH:8]=[C:7]([CH3:9])[CH:6]=[C:5]([F:10])[C:3]=1[NH:4][C:12]([NH:23][CH:24]1[CH2:25][CH2:26][N:27]([C:30]([O:32][C:33]([CH3:36])([CH3:35])[CH3:34])=[O:31])[CH2:28][CH2:29]1)=[O:15]. The catalyst class is: 12. (3) Reactant: C([O:4][C:5]1[CH:13]=[C:12]([CH3:14])[CH:11]=[C:10]2[C:6]=1[CH2:7][CH2:8][CH2:9]2)(=O)C. Product: [CH3:14][C:12]1[CH:13]=[C:5]([OH:4])[C:6]2[CH2:7][CH2:8][CH2:9][C:10]=2[CH:11]=1. The catalyst class is: 195. (4) Reactant: [CH2:1]([O:3][C:4]1[C:8]([CH2:9][CH2:10][OH:11])=[CH:7][N:6]([C:12]2[CH:17]=[CH:16][C:15]([C:18]([F:21])([F:20])[F:19])=[CH:14][N:13]=2)[N:5]=1)[CH3:2].O[C:23]1[CH:28]=[CH:27][C:26]([CH2:29][CH2:30][C:31]([O:33]C)=[O:32])=[C:25]([O:35][CH3:36])[CH:24]=1.C(P(CCCC)CCCC)CCC.N(C(N1CCCCC1)=O)=NC(N1CCCCC1)=O. Product: [CH2:1]([O:3][C:4]1[C:8]([CH2:9][CH2:10][O:11][C:23]2[CH:28]=[CH:27][C:26]([CH2:29][CH2:30][C:31]([OH:33])=[O:32])=[C:25]([O:35][CH3:36])[CH:24]=2)=[CH:7][N:6]([C:12]2[CH:17]=[CH:16][C:15]([C:18]([F:20])([F:19])[F:21])=[CH:14][N:13]=2)[N:5]=1)[CH3:2]. The catalyst class is: 7. (5) Reactant: [NH2:1][C:2]1[C:3]([O:10][CH3:11])=[N:4][C:5]([O:8][CH3:9])=[CH:6][CH:7]=1.[C:12](O[C:12]([O:14][C:15]([CH3:18])([CH3:17])[CH3:16])=[O:13])([O:14][C:15]([CH3:18])([CH3:17])[CH3:16])=[O:13]. Product: [CH3:11][O:10][C:3]1[C:2]([NH:1][C:12](=[O:13])[O:14][C:15]([CH3:18])([CH3:17])[CH3:16])=[CH:7][CH:6]=[C:5]([O:8][CH3:9])[N:4]=1. The catalyst class is: 6. (6) Reactant: [CH3:1][S:2]([C:5]1[CH:10]=[CH:9][C:8]([C:11]2[S:12](=[O:23])(=[O:22])[NH:13][C:14]3([CH2:21][CH2:20][CH2:19][CH2:18][CH2:17]3)[C:15]=2[CH3:16])=[CH:7][CH:6]=1)(=[O:4])=[O:3].[Br:24]N1C(=O)CCC1=O.C(OOC(=O)C1C=CC=CC=1)(=O)C1C=CC=CC=1. Product: [Br:24][CH2:16][C:15]1[C:14]2([CH2:21][CH2:20][CH2:19][CH2:18][CH2:17]2)[NH:13][S:12](=[O:23])(=[O:22])[C:11]=1[C:8]1[CH:9]=[CH:10][C:5]([S:2]([CH3:1])(=[O:3])=[O:4])=[CH:6][CH:7]=1. The catalyst class is: 53. (7) Reactant: [NH2:1][C:2]1[S:3][CH:4]=[CH:5][C:6]=1[C:7]([NH2:9])=[O:8].Cl[C:11](=[O:17])[C:12]([O:14][CH2:15][CH3:16])=[O:13]. Product: [C:7]([C:6]1[CH:5]=[CH:4][S:3][C:2]=1[NH:1][C:11](=[O:17])[C:12]([O:14][CH2:15][CH3:16])=[O:13])(=[O:8])[NH2:9]. The catalyst class is: 2. (8) Reactant: [SH:1][C:2]1[NH:3][C:4]2[CH:10]=[CH:9][CH:8]=[CH:7][C:5]=2[N:6]=1.CCN(C(C)C)C(C)C.Br[CH2:21][CH2:22][O:23][C:24]1[CH:29]=[CH:28][C:27]([Cl:30])=[CH:26][CH:25]=1. Product: [Cl:30][C:27]1[CH:28]=[CH:29][C:24]([O:23][CH2:22][CH2:21][S:1][C:2]2[NH:3][C:4]3[CH:10]=[CH:9][CH:8]=[CH:7][C:5]=3[N:6]=2)=[CH:25][CH:26]=1. The catalyst class is: 1.